Dataset: Retrosynthesis with 50K atom-mapped reactions and 10 reaction types from USPTO. Task: Predict the reactants needed to synthesize the given product. (1) Given the product CCc1[nH]c2c(Cl)ccc(OCC(=O)OC)c2c(=O)c1Cc1ccc(C(=O)N2CCCC2)cc1, predict the reactants needed to synthesize it. The reactants are: CCC(=O)C(Cc1ccc(C(=O)N2CCCC2)cc1)C(=O)OC.COC(=O)COc1ccc(Cl)c(N)c1. (2) Given the product CCOC(=O)c1c(Cc2ccccc2F)cn(COCc2ccccc2)c1C=O, predict the reactants needed to synthesize it. The reactants are: CCOC(=O)c1c(B2OC(C)(C)C(C)(C)O2)cn(COCc2ccccc2)c1C=O.Fc1ccccc1CBr. (3) Given the product CCc1ccc(N2Cc3cnc(Nc4ccc(F)cc4)nc3N([C@H]3CC[C@H](O[Si](C)(C)C(C)(C)C)C3)C2=O)cc1, predict the reactants needed to synthesize it. The reactants are: CCc1ccc(N2Cc3cnc(Cl)nc3N([C@H]3CC[C@H](O[Si](C)(C)C(C)(C)C)C3)C2=O)cc1.Nc1ccc(F)cc1. (4) Given the product NCC1Cc2cccc(-c3ccc(F)cc3)c2O1, predict the reactants needed to synthesize it. The reactants are: [N-]=[N+]=NCC1Cc2cccc(-c3ccc(F)cc3)c2O1. (5) The reactants are: Cc1ccnc2c1C(=O)CC(c1ccco1)C2.N=C(NN)NO. Given the product Cc1ccnc2c1C(=NNC(=N)NO)CC(c1ccco1)C2, predict the reactants needed to synthesize it. (6) The reactants are: CC(=O)c1cccc(-c2cc(C(F)(F)F)cc3ncn(-c4ccccc4)c23)c1.C[Mg+]. Given the product CC(C)(O)c1cccc(-c2cc(C(F)(F)F)cc3ncn(-c4ccccc4)c23)c1, predict the reactants needed to synthesize it. (7) Given the product CC(C)OCCN1c2nc(Cl)cc(=O)n2CCC1(C)C, predict the reactants needed to synthesize it. The reactants are: CC(C)OCCOS(C)(=O)=O.CC1(C)CCn2c(nc(Cl)cc2=O)N1. (8) Given the product CCOC(=O)COc1cc(Cl)sc1C(=O)OCC, predict the reactants needed to synthesize it. The reactants are: CCOC(=O)CBr.CCOC(=O)c1sc(Cl)cc1O.